From a dataset of Peptide-MHC class II binding affinity with 134,281 pairs from IEDB. Regression. Given a peptide amino acid sequence and an MHC pseudo amino acid sequence, predict their binding affinity value. This is MHC class II binding data. (1) The peptide sequence is ENKYFAATQFEPLAA. The MHC is HLA-DPA10103-DPB10401 with pseudo-sequence HLA-DPA10103-DPB10401. The binding affinity (normalized) is 0.840. (2) The peptide sequence is SWEYWGAQLNAMKPD. The MHC is HLA-DQA10501-DQB10201 with pseudo-sequence HLA-DQA10501-DQB10201. The binding affinity (normalized) is 0.478. (3) The peptide sequence is AYILDGDNLFPKV. The MHC is HLA-DQA10501-DQB10201 with pseudo-sequence HLA-DQA10501-DQB10201. The binding affinity (normalized) is 0.455. (4) The peptide sequence is ATGLCFFGVALFCGCGHEAL. The MHC is DRB5_0101 with pseudo-sequence DRB5_0101. The binding affinity (normalized) is 0.0604. (5) The peptide sequence is LTQPLQQLTSLFSQV. The MHC is HLA-DPA10201-DPB10101 with pseudo-sequence HLA-DPA10201-DPB10101. The binding affinity (normalized) is 0.0884. (6) The peptide sequence is FSKNYQDYEYLINVIHAFQY. The MHC is DRB5_0101 with pseudo-sequence DRB5_0101. The binding affinity (normalized) is 0.221. (7) The binding affinity (normalized) is 0.140. The peptide sequence is LVALAGVAGLL. The MHC is HLA-DQA10102-DQB10602 with pseudo-sequence HLA-DQA10102-DQB10602. (8) The peptide sequence is GMTGCGNTPIFKSGR. The MHC is HLA-DQA10301-DQB10302 with pseudo-sequence HLA-DQA10301-DQB10302. The binding affinity (normalized) is 0.